Dataset: Forward reaction prediction with 1.9M reactions from USPTO patents (1976-2016). Task: Predict the product of the given reaction. (1) Given the reactants [CH3:1][C:2]1([C:5]2[CH:6]=[C:7]([NH2:17])[N:8]([C:10]3[CH:15]=[CH:14][C:13]([CH3:16])=[CH:12][CH:11]=3)[N:9]=2)[CH2:4][CH2:3]1.N1C=CC=CC=1.Cl[C:25]([O:27][CH2:28][C:29]([Cl:32])([Cl:31])[Cl:30])=[O:26].ClC([O-])=O, predict the reaction product. The product is: [Cl:30][C:29]([Cl:32])([Cl:31])[CH2:28][O:27][C:25](=[O:26])[NH:17][C:7]1[N:8]([C:10]2[CH:11]=[CH:12][C:13]([CH3:16])=[CH:14][CH:15]=2)[N:9]=[C:5]([C:2]2([CH3:1])[CH2:3][CH2:4]2)[CH:6]=1. (2) Given the reactants Cl[C:2]1[N:7]=[C:6]([C:8]2[N:12]3[CH:13]=[CH:14][CH:15]=[CH:16][C:11]3=[N:10][C:9]=2[C:17]2[CH:18]=[CH:19][C:20]([O:34][CH3:35])=[C:21]([CH:33]=2)[C:22]([NH:24][C:25]2[C:30]([F:31])=[CH:29][CH:28]=[CH:27][C:26]=2[F:32])=[O:23])[CH:5]=[CH:4][N:3]=1.[CH3:36][C:37]1[C:38]([N:46]2[CH2:51][CH2:50][CH:49]([N:52]3[CH2:57][CH2:56][N:55]([S:58]([CH3:61])(=[O:60])=[O:59])[CH2:54][CH2:53]3)[CH2:48][CH2:47]2)=[CH:39][C:40]([O:44][CH3:45])=[C:41]([CH:43]=1)[NH2:42].C1(C)C=CC(S(O)(=O)=O)=CC=1, predict the reaction product. The product is: [F:32][C:26]1[CH:27]=[CH:28][CH:29]=[C:30]([F:31])[C:25]=1[NH:24][C:22](=[O:23])[C:21]1[CH:33]=[C:17]([C:9]2[N:10]=[C:11]3[CH:16]=[CH:15][CH:14]=[CH:13][N:12]3[C:8]=2[C:6]2[CH:5]=[CH:4][N:3]=[C:2]([NH:42][C:41]3[CH:43]=[C:37]([CH3:36])[C:38]([N:46]4[CH2:51][CH2:50][CH:49]([N:52]5[CH2:53][CH2:54][N:55]([S:58]([CH3:61])(=[O:60])=[O:59])[CH2:56][CH2:57]5)[CH2:48][CH2:47]4)=[CH:39][C:40]=3[O:44][CH3:45])[N:7]=2)[CH:18]=[CH:19][C:20]=1[O:34][CH3:35]. (3) Given the reactants [CH3:1][C:2]1[CH:6]=[C:5]([NH2:7])[S:4][N:3]=1.N1C=CC=CC=1.Cl[C:15]([O:17][CH2:18][C:19]([Cl:22])([Cl:21])[Cl:20])=[O:16].O, predict the reaction product. The product is: [CH3:1][C:2]1[CH:6]=[C:5]([NH:7][C:15](=[O:16])[O:17][CH2:18][C:19]([Cl:22])([Cl:21])[Cl:20])[S:4][N:3]=1. (4) Given the reactants [N+:1]([C:4]1[CH:5]=[CH:6][C:7]([O:10][C:11]2[CH:16]=[CH:15][C:14]([CH2:17][CH2:18][CH2:19][C:20]([OH:22])=[O:21])=[CH:13][CH:12]=2)=[N:8][CH:9]=1)([O-:3])=[O:2].[CH2:23](O)[CH3:24].C(N(CC)CC)C.Cl.C(N=C=NCCCN(C)C)C, predict the reaction product. The product is: [N+:1]([C:4]1[CH:5]=[CH:6][C:7]([O:10][C:11]2[CH:16]=[CH:15][C:14]([CH2:17][CH2:18][CH2:19][C:20]([O:22][CH2:23][CH3:24])=[O:21])=[CH:13][CH:12]=2)=[N:8][CH:9]=1)([O-:3])=[O:2]. (5) Given the reactants C1N=CN(C(N2C=NC=C2)=O)C=1.[CH2:13]([N:15]([CH2:32][CH3:33])[CH2:16][CH2:17][O:18][C:19]1[CH:20]=[C:21]2[C:26](=[CH:27][CH:28]=1)[C:25]([C:29](O)=[O:30])=[CH:24][CH:23]=[CH:22]2)[CH3:14].[NH2:34][C:35]([NH2:37])=[NH:36], predict the reaction product. The product is: [CH2:13]([N:15]([CH2:32][CH3:33])[CH2:16][CH2:17][O:18][C:19]1[CH:20]=[C:21]2[C:26](=[CH:27][CH:28]=1)[C:25]([C:29]([NH:36][C:35]([NH2:37])=[NH:34])=[O:30])=[CH:24][CH:23]=[CH:22]2)[CH3:14]. (6) Given the reactants [C:1]([NH:8][C:9]1[CH:14]=[CH:13][CH:12]=[C:11]([N:15]2[CH2:20][CH2:19][CH2:18][C@H:17]([N:21](C(OC(C)(C)C)=O)C(OC(C)(C)C)=O)[CH2:16]2)[N:10]=1)([O:3][C:4]([CH3:7])([CH3:6])[CH3:5])=[O:2].C(NC1C=CC=C(N2CCC[C@H](NC(OC(C)(C)C)=O)C2)N=1)(OC(C)(C)C)=O.[ClH:64], predict the reaction product. The product is: [ClH:64].[NH2:21][C@H:17]1[CH2:18][CH2:19][CH2:20][N:15]([C:11]2[N:10]=[C:9]([NH:8][C:1](=[O:2])[O:3][C:4]([CH3:6])([CH3:5])[CH3:7])[CH:14]=[CH:13][CH:12]=2)[CH2:16]1. (7) The product is: [CH3:40][O:39][C:31]1[CH:32]=[C:33]2[C:38](=[C:29]([C:3]3[CH:8]=[CH:7][C:6]([C:9]4[N:10]([C:20]5[CH:21]=[N:22][CH:23]=[CH:24][CH:25]=5)[CH:11]=[C:12]([C:14]5[CH:19]=[CH:18][CH:17]=[CH:16][N:15]=5)[N:13]=4)=[CH:5][CH:4]=3)[CH:30]=1)[N:37]=[CH:36][CH:35]=[CH:34]2. Given the reactants C[Sn](C)(C)[C:3]1[CH:8]=[CH:7][C:6]([C:9]2[N:10]([C:20]3[CH:21]=[N:22][CH:23]=[CH:24][CH:25]=3)[CH:11]=[C:12]([C:14]3[CH:19]=[CH:18][CH:17]=[CH:16][N:15]=3)[N:13]=2)=[CH:5][CH:4]=1.Br[C:29]1[CH:30]=[C:31]([O:39][CH3:40])[CH:32]=[C:33]2[C:38]=1[N:37]=[CH:36][CH:35]=[CH:34]2, predict the reaction product. (8) Given the reactants [Cl:1][C:2]1[N:7]=[C:6]([CH3:8])[C:5]2[C:9]([N:31]3[CH2:36][CH2:35][O:34][CH2:33][CH2:32]3)=[N:10][N:11]([C:12]([C:25]3[CH:30]=[CH:29][CH:28]=[CH:27][CH:26]=3)([C:19]3[CH:24]=[CH:23][CH:22]=[CH:21][CH:20]=3)[C:13]3[CH:18]=[CH:17][CH:16]=[CH:15][CH:14]=3)[C:4]=2[CH:3]=1.[Se](=O)=[O:38], predict the reaction product. The product is: [Cl:1][C:2]1[N:7]=[C:6]([CH:8]=[O:38])[C:5]2[C:9]([N:31]3[CH2:36][CH2:35][O:34][CH2:33][CH2:32]3)=[N:10][N:11]([C:12]([C:19]3[CH:24]=[CH:23][CH:22]=[CH:21][CH:20]=3)([C:25]3[CH:26]=[CH:27][CH:28]=[CH:29][CH:30]=3)[C:13]3[CH:14]=[CH:15][CH:16]=[CH:17][CH:18]=3)[C:4]=2[CH:3]=1. (9) Given the reactants [CH3:1][N:2]1[CH:6]=[C:5]([C:7]2[NH:36][C:10]3=[N:11][CH:12]=[CH:13][C:14]([C:15]4[CH:20]=[CH:19][C:18]([C:21]5([NH:24][C:25]([C:27]6OC(C(C)(C)C)=NN=6)=[O:26])CC5)=[CH:17][CH:16]=4)=[C:9]3[N:8]=2)[CH:4]=[N:3]1.ClC1C=CN=C2NC(C3C=NN(C)C=3)=NC=12.[C:53]([C:57]1[CH:81]=[CH:80]C(C(NCC2C=CC(B3OC(C)(C)C(C)(C)O3)=CC=2)=O)=[CH:59][CH:58]=1)([CH3:56])([CH3:55])[CH3:54].P([O-])([O-])([O-])=O.[K+].[K+].[K+].C([O-])(=O)C.[Na+].C(#N)C, predict the reaction product. The product is: [C:53]([C:57]1[CH:81]=[CH:80][C:27]([C:25]([NH:24][CH2:21][C:18]2[CH:17]=[CH:16][C:15]([C:14]3[CH:13]=[CH:12][N:11]=[C:10]4[NH:36][C:7]([C:5]5[CH:4]=[N:3][N:2]([CH3:1])[CH:6]=5)=[N:8][C:9]=34)=[CH:20][CH:19]=2)=[O:26])=[CH:59][CH:58]=1)([CH3:56])([CH3:55])[CH3:54].